From a dataset of NCI-60 drug combinations with 297,098 pairs across 59 cell lines. Regression. Given two drug SMILES strings and cell line genomic features, predict the synergy score measuring deviation from expected non-interaction effect. (1) Drug 1: CC1=C(C=C(C=C1)NC(=O)C2=CC=C(C=C2)CN3CCN(CC3)C)NC4=NC=CC(=N4)C5=CN=CC=C5. Drug 2: N.N.Cl[Pt+2]Cl. Cell line: COLO 205. Synergy scores: CSS=11.0, Synergy_ZIP=-4.84, Synergy_Bliss=-0.340, Synergy_Loewe=-11.8, Synergy_HSA=-4.15. (2) Drug 1: CN1C2=C(C=C(C=C2)N(CCCl)CCCl)N=C1CCCC(=O)O.Cl. Drug 2: CN(C(=O)NC(C=O)C(C(C(CO)O)O)O)N=O. Cell line: RPMI-8226. Synergy scores: CSS=4.66, Synergy_ZIP=-1.08, Synergy_Bliss=-1.66, Synergy_Loewe=2.85, Synergy_HSA=-2.09.